Dataset: Forward reaction prediction with 1.9M reactions from USPTO patents (1976-2016). Task: Predict the product of the given reaction. Given the reactants C(N1C2=CC3C(C(F)(F)F)=CC(=O)NC=3C=C2OCC1)CC.[CH2:23]([N:27]1[C:32]2[CH:33]=[CH:34][C:35]([N+:37]([O-])=O)=[CH:36][C:31]=2[O:30][CH2:29][CH2:28]1)[CH:24]([CH3:26])[CH3:25], predict the reaction product. The product is: [NH2:37][C:35]1[CH:34]=[CH:33][C:32]2[N:27]([CH2:23][CH:24]([CH3:25])[CH3:26])[CH2:28][CH2:29][O:30][C:31]=2[CH:36]=1.